This data is from Forward reaction prediction with 1.9M reactions from USPTO patents (1976-2016). The task is: Predict the product of the given reaction. (1) The product is: [Cl:15][C:16]1[CH:17]=[CH:18][NH:19][C:20]=1[C:21]([O:4][CH3:3])=[O:27]. Given the reactants C1C(=O)N(Cl)[C:3](=[O:4])C1.CC1CCCN=1.[Cl:15][C:16]1(Cl)[C:20]([C:21](Cl)(Cl)Cl)=[N:19][CH2:18][CH2:17]1.C[O-:27].[Na+].Cl, predict the reaction product. (2) Given the reactants [Cl:1][C:2]1[CH:3]=[CH:4][C:5]([C:28]([F:31])([F:30])[F:29])=[C:6]([CH:27]=1)[CH2:7][N:8]1[CH2:13][CH2:12][NH:11][C:10]2[N:14]=[CH:15][C:16]([C:18]3[CH:26]=[CH:25][C:21]([C:22]([OH:24])=O)=[CH:20][CH:19]=3)=[CH:17][C:9]1=2.[Cl:32][C:33]1[CH:34]=[C:35]([N:40]2[CH2:45][CH2:44][NH:43][CH2:42][CH2:41]2)[CH:36]=[CH:37][C:38]=1[Cl:39], predict the reaction product. The product is: [Cl:1][C:2]1[CH:3]=[CH:4][C:5]([C:28]([F:30])([F:31])[F:29])=[C:6]([CH:27]=1)[CH2:7][N:8]1[CH2:13][CH2:12][NH:11][C:10]2[N:14]=[CH:15][C:16]([C:18]3[CH:19]=[CH:20][C:21]([C:22]([N:43]4[CH2:42][CH2:41][N:40]([C:35]5[CH:36]=[CH:37][C:38]([Cl:39])=[C:33]([Cl:32])[CH:34]=5)[CH2:45][CH2:44]4)=[O:24])=[CH:25][CH:26]=3)=[CH:17][C:9]1=2. (3) Given the reactants [CH3:1][N:2]([CH3:7])[S:3](Cl)(=[O:5])=[O:4].[NH2:8][C@@H:9]1[CH2:13][CH2:12][N:11]([CH2:14][C:15]2[CH:24]=[C:23]3[C:18]([C:19](=[O:39])[N:20]([CH2:26][C:27]4[CH:32]=[C:31]([Cl:33])[CH:30]=[CH:29][C:28]=4[S:34]([CH2:37][CH3:38])(=[O:36])=[O:35])[C:21](=[O:25])[NH:22]3)=[CH:17][C:16]=2[Br:40])[CH2:10]1.C(N(CC)CC)C.C(=O)(O)[O-].[Na+], predict the reaction product. The product is: [Br:40][C:16]1[CH:17]=[C:18]2[C:23](=[CH:24][C:15]=1[CH2:14][N:11]1[CH2:12][CH2:13][C@@H:9]([NH:8][S:3]([N:2]([CH3:7])[CH3:1])(=[O:5])=[O:4])[CH2:10]1)[NH:22][C:21](=[O:25])[N:20]([CH2:26][C:27]1[CH:32]=[C:31]([Cl:33])[CH:30]=[CH:29][C:28]=1[S:34]([CH2:37][CH3:38])(=[O:36])=[O:35])[C:19]2=[O:39]. (4) Given the reactants Br[C:2]1[CH:14]=[C:13]([CH3:15])[C:12]([O:16][C:17]2[N:21]([CH3:22])[N:20]=[C:19]([CH3:23])[C:18]=2[CH3:24])=[CH:11][C:3]=1[O:4][C@@H:5]([CH3:10])[C:6]([O:8][CH3:9])=[O:7].[B:25]1([B:25]2[O:29][C:28]([CH3:31])([CH3:30])[C:27]([CH3:33])([CH3:32])[O:26]2)[O:29][C:28]([CH3:31])([CH3:30])[C:27]([CH3:33])([CH3:32])[O:26]1.C([O-])(=O)C.[K+], predict the reaction product. The product is: [CH3:15][C:13]1[C:12]([O:16][C:17]2[N:21]([CH3:22])[N:20]=[C:19]([CH3:23])[C:18]=2[CH3:24])=[CH:11][C:3]([O:4][C@@H:5]([CH3:10])[C:6]([O:8][CH3:9])=[O:7])=[C:2]([B:25]2[O:29][C:28]([CH3:31])([CH3:30])[C:27]([CH3:33])([CH3:32])[O:26]2)[CH:14]=1. (5) Given the reactants [OH:1][C@@H:2]1[CH2:26][CH2:25][C@@:24]2([CH3:27])[CH:4]([CH2:5][C@@H:6]([OH:30])[C@@H:7]3[C@@H:23]2[CH2:22][C@H:21]([OH:28])[C@@:20]2([CH3:29])[C@H:8]3[CH2:9][CH2:10][C@@H:11]2[C@H:12]([CH3:19])[CH2:13][CH2:14][C:15]([O:17][CH3:18])=[O:16])[CH2:3]1.N1C=CN=C1.[Si:36](Cl)([C:39]([CH3:42])([CH3:41])[CH3:40])([CH3:38])[CH3:37], predict the reaction product. The product is: [C:39]([Si:36]([CH3:38])([CH3:37])[O:1][C@@H:2]1[CH2:26][CH2:25][C@@:24]2([CH3:27])[CH:4]([CH2:5][C@@H:6]([OH:30])[C@@H:7]3[C@@H:23]2[CH2:22][C@H:21]([OH:28])[C@@:20]2([CH3:29])[C@H:8]3[CH2:9][CH2:10][C@@H:11]2[C@H:12]([CH3:19])[CH2:13][CH2:14][C:15]([O:17][CH3:18])=[O:16])[CH2:3]1)([CH3:42])([CH3:41])[CH3:40]. (6) Given the reactants [Cl:1][C:2]1[CH:7]=[CH:6][C:5]([C:8]2[C:14]3[CH:15]=[C:16]([O:19][CH3:20])[CH:17]=[CH:18][C:13]=3[N:12]3[C:21]([CH3:24])=[N:22][N:23]=[C:11]3[C@H:10]([CH2:25][C:26](O)=[O:27])[N:9]=2)=[CH:4][CH:3]=1.[N:29]1([CH2:35][CH2:36][CH2:37][NH2:38])[CH2:34][CH2:33][O:32][CH2:31][CH2:30]1.CN(C(ON1N=NC2C=CC=NC1=2)=[N+](C)C)C.F[P-](F)(F)(F)(F)F.CCN(C(C)C)C(C)C, predict the reaction product. The product is: [Cl:1][C:2]1[CH:7]=[CH:6][C:5]([C:8]2[C:14]3[CH:15]=[C:16]([O:19][CH3:20])[CH:17]=[CH:18][C:13]=3[N:12]3[C:21]([CH3:24])=[N:22][N:23]=[C:11]3[C@H:10]([CH2:25][C:26]([NH:38][CH2:37][CH2:36][CH2:35][N:29]3[CH2:34][CH2:33][O:32][CH2:31][CH2:30]3)=[O:27])[N:9]=2)=[CH:4][CH:3]=1. (7) Given the reactants [CH2:1]([O:3][C:4]([C:6]1[C:15](=[O:16])[C:14]2[C:9](=[C:10]([CH3:18])[N:11]=[C:12]([CH3:17])[CH:13]=2)[NH:8][CH:7]=1)=[O:5])[CH3:2].ClCCl.C(N(CC)CC)C.Cl[C:30]([O:32][CH2:33][C:34]1[CH:39]=[CH:38][CH:37]=[CH:36][CH:35]=1)=[O:31], predict the reaction product. The product is: [CH2:1]([O:3][C:4]([C:6]1[C:15](=[O:16])[C:14]2[C:9](=[C:10]([CH3:18])[N:11]=[C:12]([CH3:17])[CH:13]=2)[N:8]([C:30]([O:32][CH2:33][C:34]2[CH:39]=[CH:38][CH:37]=[CH:36][CH:35]=2)=[O:31])[CH:7]=1)=[O:5])[CH3:2]. (8) Given the reactants C([O:3][C:4](=[O:25])[C@@H:5]([O:22][CH2:23][CH3:24])[CH2:6][C:7]1[CH:12]=[CH:11][C:10]([O:13][CH2:14][C:15]2[S:16][C:17](Br)=[CH:18][C:19]=2[CH3:20])=[CH:9][CH:8]=1)C.CC1(C)C(C)(C)OB([C:34]2[CH:39]=[CH:38][C:37]([C:40]3[CH:44]=[C:43]([CH2:45][OH:46])[O:42][N:41]=3)=[CH:36][CH:35]=2)O1, predict the reaction product. The product is: [CH2:23]([O:22][C@@H:5]([CH2:6][C:7]1[CH:8]=[CH:9][C:10]([O:13][CH2:14][C:15]2[S:16][C:17]([C:34]3[CH:35]=[CH:36][C:37]([C:40]4[CH:44]=[C:43]([CH2:45][OH:46])[O:42][N:41]=4)=[CH:38][CH:39]=3)=[CH:18][C:19]=2[CH3:20])=[CH:11][CH:12]=1)[C:4]([OH:3])=[O:25])[CH3:24]. (9) Given the reactants C([Si](C1C=CC=CC=1)(C1C=CC=CC=1)[O:6][CH:7]1[CH2:35][CH2:34][C:10]2([C:14](=[O:15])[N:13]([C:16]3[C:17]([CH3:33])=[N:18][C:19]([N:22]4[CH2:26][CH2:25][C@@H:24]([N:27]5[CH2:31][CH2:30][CH2:29][C@@H:28]5[CH3:32])[CH2:23]4)=[CH:20][CH:21]=3)[CH2:12][CH2:11]2)[CH2:9][CH2:8]1)(C)(C)C.[F-].C([N+](CCCC)(CCCC)CCCC)CCC.O, predict the reaction product. The product is: [OH:6][CH:7]1[CH2:8][CH2:9][C:10]2([C:14](=[O:15])[N:13]([C:16]3[C:17]([CH3:33])=[N:18][C:19]([N:22]4[CH2:26][CH2:25][C@@H:24]([N:27]5[CH2:31][CH2:30][CH2:29][C@@H:28]5[CH3:32])[CH2:23]4)=[CH:20][CH:21]=3)[CH2:12][CH2:11]2)[CH2:34][CH2:35]1.